This data is from Full USPTO retrosynthesis dataset with 1.9M reactions from patents (1976-2016). The task is: Predict the reactants needed to synthesize the given product. (1) Given the product [CH3:28][C:29]1[C:33]([NH:34][C:11](=[O:13])[C:10]2[CH:14]=[C:15]([C:18]3[CH:23]=[CH:22][N:21]=[CH:20][CH:19]=3)[CH:16]=[CH:17][C:9]=2[O:8][CH2:7][C:1]2[CH:2]=[CH:3][CH:4]=[CH:5][CH:6]=2)=[CH:32][O:31][N:30]=1, predict the reactants needed to synthesize it. The reactants are: [C:1]1([CH2:7][O:8][C:9]2[CH:17]=[CH:16][C:15]([C:18]3[CH:23]=[CH:22][N:21]=[CH:20][CH:19]=3)=[CH:14][C:10]=2[C:11]([OH:13])=O)[CH:6]=[CH:5][CH:4]=[CH:3][CH:2]=1.C(Cl)CCl.[CH3:28][C:29]1[C:33]([NH2:34])=[CH:32][O:31][N:30]=1. (2) Given the product [NH2:1][C:2]1[N:10]=[C:9]2[C:5]([C:6]([C:18]3[CH:23]=[CH:22][N:21]=[CH:20][CH:19]=3)=[C:7]([C:11]3[CH:12]=[CH:13][C:14]([F:17])=[CH:15][CH:16]=3)[NH:8]2)=[CH:4][C:3]=1[Br:24], predict the reactants needed to synthesize it. The reactants are: [NH2:1][C:2]1[N:10]=[C:9]2[C:5]([C:6]([C:18]3[CH:23]=[CH:22][N:21]=[CH:20][CH:19]=3)=[C:7]([C:11]3[CH:16]=[CH:15][C:14]([F:17])=[CH:13][CH:12]=3)[NH:8]2)=[CH:4][CH:3]=1.[Br:24]NC(=O)CCC(N)=O. (3) Given the product [NH:15]1[C:16]2[CH2:21][CH2:20][NH:19][CH2:18][C:17]=2[N:32]=[C:14]1[CH:12]([C:10]1[NH:9][C:8]2[CH:33]=[CH:34][C:5]([NH:1][C:2]([NH2:4])=[NH:3])=[CH:6][C:7]=2[N:11]=1)[CH3:13], predict the reactants needed to synthesize it. The reactants are: [NH:1]([C:5]1[CH:34]=[CH:33][C:8]2[NH:9][C:10]([CH:12]([C:14]3[NH:15][C:16]4[CH2:21][CH2:20][N:19](C(OCC5C=CC=CC=5)=O)[CH2:18][C:17]=4[N:32]=3)[CH3:13])=[N:11][C:7]=2[CH:6]=1)[C:2]([NH2:4])=[NH:3]. (4) Given the product [F:13][C:4]1[CH:5]=[C:6]([CH:11]=[CH:12][C:3]=1[CH2:2][S:23][C:17]1[CH:18]=[CH:19][C:20]([O:21][CH3:22])=[C:15]([F:14])[CH:16]=1)[C:7]([O:9][CH3:10])=[O:8], predict the reactants needed to synthesize it. The reactants are: Br[CH2:2][C:3]1[CH:12]=[CH:11][C:6]([C:7]([O:9][CH3:10])=[O:8])=[CH:5][C:4]=1[F:13].[F:14][C:15]1[CH:16]=[C:17]([SH:23])[CH:18]=[CH:19][C:20]=1[O:21][CH3:22]. (5) Given the product [Br:27][C:19]1[CH:18]=[C:17]([CH:1]=[CH2:2])[CH:22]=[C:21]([O:23][CH:24]([F:26])[F:25])[CH:20]=1, predict the reactants needed to synthesize it. The reactants are: [CH2:1](C([Sn])=C(CCCC)CCCC)[CH2:2]CC.Br[C:17]1[CH:22]=[C:21]([O:23][CH:24]([F:26])[F:25])[CH:20]=[C:19]([Br:27])[CH:18]=1.C(C1C=C(C)C=C(C(C)(C)C)C=1O)(C)(C)C.[OH-].[Na+]. (6) Given the product [CH3:11][CH:12]([CH3:30])[CH2:13][CH2:14][NH:15][C:16]([C:18]1[N:19]=[N:20][C:21]([N:24]2[CH2:29][CH2:28][N:27]([C:5](=[O:6])[CH2:4][CH:3]([CH3:8])[C:2]([F:10])([F:9])[F:1])[CH2:26][CH2:25]2)=[CH:22][CH:23]=1)=[O:17], predict the reactants needed to synthesize it. The reactants are: [F:1][C:2]([F:10])([F:9])[CH:3]([CH3:8])[CH2:4][C:5](O)=[O:6].[CH3:11][CH:12]([CH3:30])[CH2:13][CH2:14][NH:15][C:16]([C:18]1[N:19]=[N:20][C:21]([N:24]2[CH2:29][CH2:28][NH:27][CH2:26][CH2:25]2)=[CH:22][CH:23]=1)=[O:17].